Dataset: Full USPTO retrosynthesis dataset with 1.9M reactions from patents (1976-2016). Task: Predict the reactants needed to synthesize the given product. (1) The reactants are: [CH2:1]([O:4][C:5]1[CH:10]=[CH:9][CH:8]=[CH:7][C:6]=1[C:11]1[NH:16][C:15](=[O:17])[C:14]2=[C:18]([CH3:24])[N:19]=[C:20]([CH2:21][CH2:22][CH3:23])[N:13]2[N:12]=1)[CH2:2][CH3:3].[Cl:25][S:26](O)(=[O:28])=[O:27]. Given the product [CH2:1]([O:4][C:5]1[CH:10]=[CH:9][C:8]([S:26]([Cl:25])(=[O:28])=[O:27])=[CH:7][C:6]=1[C:11]1[NH:16][C:15](=[O:17])[C:14]2=[C:18]([CH3:24])[N:19]=[C:20]([CH2:21][CH2:22][CH3:23])[N:13]2[N:12]=1)[CH2:2][CH3:3], predict the reactants needed to synthesize it. (2) Given the product [CH3:22][C:15]1[C:14]([CH3:23])=[CH:13][C:12]([NH:11][S:7]([C:2]2[CH:3]=[CH:4][CH:5]=[CH:6][N:1]=2)(=[O:9])=[O:8])=[C:21]2[C:16]=1[CH:17]=[CH:18][CH:19]=[N:20]2, predict the reactants needed to synthesize it. The reactants are: [N:1]1[CH:6]=[CH:5][CH:4]=[CH:3][C:2]=1[S:7](Cl)(=[O:9])=[O:8].[NH2:11][C:12]1[CH:13]=[C:14]([CH3:23])[C:15]([CH3:22])=[C:16]2[C:21]=1[N:20]=[CH:19][CH:18]=[CH:17]2. (3) The reactants are: [C@@H:1]12[CH2:6][C@@H:5]1[CH2:4][NH:3][C@@H:2]2[CH2:7][NH:8][C:9]([C:11]1[CH:12]=[CH:13][CH:14]=[C:15]2[O:19][CH:18]=[CH:17][C:16]=12)=[O:10].[NH2:20][C:21]1[S:22][C:23]([C:29]2[CH:34]=[CH:33][CH:32]=[C:31]([F:35])[CH:30]=2)=[C:24]([C:26](O)=[O:27])[N:25]=1. Given the product [NH2:20][C:21]1[S:22][C:23]([C:29]2[CH:34]=[CH:33][CH:32]=[C:31]([F:35])[CH:30]=2)=[C:24]([C:26]([N:3]2[CH2:4][C@@H:5]3[C@@H:1]([CH2:6]3)[C@H:2]2[CH2:7][NH:8][C:9]([C:11]2[CH:12]=[CH:13][CH:14]=[C:15]3[O:19][CH:18]=[CH:17][C:16]=23)=[O:10])=[O:27])[N:25]=1, predict the reactants needed to synthesize it. (4) Given the product [Cl:1][C:2]1[CH:7]=[CH:6][CH:5]=[CH:4][C:3]=1[CH:8]([C:20]1[CH:30]=[CH:29][C:23]([C:24]([NH:26][CH2:27][CH3:28])=[O:25])=[C:22]([F:31])[CH:21]=1)[CH2:9]/[C:10](=[N:33]\[OH:34])/[C:12]1[CH:17]=[CH:16][C:15](=[O:18])[N:14]([CH3:19])[CH:13]=1, predict the reactants needed to synthesize it. The reactants are: [Cl:1][C:2]1[CH:7]=[CH:6][CH:5]=[CH:4][C:3]=1[CH:8]([C:20]1[CH:30]=[CH:29][C:23]([C:24]([NH:26][CH2:27][CH3:28])=[O:25])=[C:22]([F:31])[CH:21]=1)[CH2:9][C:10]([C:12]1[CH:17]=[CH:16][C:15](=[O:18])[N:14]([CH3:19])[CH:13]=1)=O.Cl.[NH2:33][OH:34].C([O-])(O)=O.[Na+].